Dataset: Reaction yield outcomes from USPTO patents with 853,638 reactions. Task: Predict the reaction yield, written as a fraction of the theoretical maximum amount of product (1.0 means a 100% yield; for example, 0.34 means a 34% yield). The reactants are Br[C:2]1[CH:3]=[C:4]([CH:13]2[O:17][CH2:16][CH2:15][O:14]2)[CH:5]=[C:6]([O:8][C:9]([F:12])([F:11])[F:10])[CH:7]=1.[CH:18]([N:21]1[CH2:26][CH2:25][NH:24][CH2:23][CH2:22]1)([CH3:20])[CH3:19].C1(P(C2C=CC=CC=2)C2C=CC3C(=CC=CC=3)C=2C2C3C(=CC=CC=3)C=CC=2P(C2C=CC=CC=2)C2C=CC=CC=2)C=CC=CC=1.C(=O)([O-])[O-].[Cs+].[Cs+]. The catalyst is C1C=CC(/C=C/C(/C=C/C2C=CC=CC=2)=O)=CC=1.C1C=CC(/C=C/C(/C=C/C2C=CC=CC=2)=O)=CC=1.C1C=CC(/C=C/C(/C=C/C2C=CC=CC=2)=O)=CC=1.[Pd].[Pd].C1(C)C=CC=CC=1. The product is [O:14]1[CH2:15][CH2:16][O:17][CH:13]1[C:4]1[CH:3]=[C:2]([N:24]2[CH2:25][CH2:26][N:21]([CH:18]([CH3:20])[CH3:19])[CH2:22][CH2:23]2)[CH:7]=[C:6]([O:8][C:9]([F:12])([F:11])[F:10])[CH:5]=1. The yield is 0.700.